From a dataset of Catalyst prediction with 721,799 reactions and 888 catalyst types from USPTO. Predict which catalyst facilitates the given reaction. (1) Reactant: [C:1](Cl)(Cl)=[O:2].[CH2:5]([N:12]1[CH:16]=[C:15]([C:17]2[CH:22]=[C:21]([F:23])[CH:20]=[CH:19][C:18]=2[F:24])[N:14]=[C:13]1[C@H:25]([NH:32][CH2:33][C@H:34]1[C@@H:38]([F:39])[CH2:37][N:36]([C:40]([O:42][CH2:43][C:44]2[CH:49]=[CH:48][CH:47]=[CH:46][CH:45]=2)=[O:41])[CH2:35]1)[CH:26]1[CH2:31][CH2:30][O:29][CH2:28][CH2:27]1)[C:6]1[CH:11]=[CH:10][CH:9]=[CH:8][CH:7]=1.C(N(CC)CC)C.[NH2:57][C@H:58]([CH2:60][OH:61])[CH3:59]. Product: [CH2:5]([N:12]1[CH:16]=[C:15]([C:17]2[CH:22]=[C:21]([F:23])[CH:20]=[CH:19][C:18]=2[F:24])[N:14]=[C:13]1[C@@H:25]([CH:26]1[CH2:31][CH2:30][O:29][CH2:28][CH2:27]1)[N:32]([CH2:33][C@H:34]1[C@@H:38]([F:39])[CH2:37][N:36]([C:40]([O:42][CH2:43][C:44]2[CH:49]=[CH:48][CH:47]=[CH:46][CH:45]=2)=[O:41])[CH2:35]1)[C:1]([NH:57][C@@H:58]([CH3:59])[CH2:60][OH:61])=[O:2])[C:6]1[CH:11]=[CH:10][CH:9]=[CH:8][CH:7]=1. The catalyst class is: 2. (2) Reactant: [Cl:1][C:2]1[CH:7]=[CH:6][C:5]([N:8]2[CH2:13][CH2:12][N:11]([C:14](=[O:27])[CH2:15][N:16]3[C:20]4[CH:21]=[CH:22][C:23]([OH:25])=[CH:24][C:19]=4[O:18][C:17]3=[O:26])[CH2:10][CH2:9]2)=[CH:4][C:3]=1[O:28][CH3:29].Cl[CH2:31][C:32]([O:34][CH2:35][CH3:36])=[O:33].C(=O)([O-])[O-].[Cs+].[Cs+]. Product: [CH2:35]([O:34][C:32](=[O:33])[CH2:31][O:25][C:23]1[CH:22]=[CH:21][C:20]2[N:16]([CH2:15][C:14]([N:11]3[CH2:10][CH2:9][N:8]([C:5]4[CH:6]=[CH:7][C:2]([Cl:1])=[C:3]([O:28][CH3:29])[CH:4]=4)[CH2:13][CH2:12]3)=[O:27])[C:17](=[O:26])[O:18][C:19]=2[CH:24]=1)[CH3:36]. The catalyst class is: 39.